Predict the reactants needed to synthesize the given product. From a dataset of Full USPTO retrosynthesis dataset with 1.9M reactions from patents (1976-2016). (1) Given the product [NH:8]1[CH2:11][CH:10]([O:12][C:13]2[CH:18]=[C:17]([Cl:19])[CH:16]=[CH:15][C:14]=2[O:20][CH:21]2[CH2:29][C:28]3[C:23](=[CH:24][CH:25]=[CH:26][CH:27]=3)[C:22]2=[N:30][OH:31])[CH2:9]1, predict the reactants needed to synthesize it. The reactants are: C(OC([N:8]1[CH2:11][CH:10]([O:12][C:13]2[CH:18]=[C:17]([Cl:19])[CH:16]=[CH:15][C:14]=2[O:20][CH:21]2[CH2:29][C:28]3[C:23](=[CH:24][CH:25]=[CH:26][CH:27]=3)[C:22]2=[N:30][OH:31])[CH2:9]1)=O)(C)(C)C.C(O)(C(F)(F)F)=O. (2) The reactants are: [C:1]([NH:5][C:6]([C:8]1[C:9]([C:21]2[S:22][CH:23]=[C:24]([C:26]3[CH:31]=[CH:30][CH:29]=[CH:28][CH:27]=3)[N:25]=2)=[N:10][N:11](COCC[Si](C)(C)C)[CH:12]=1)=[O:7])([CH3:4])([CH3:3])[CH3:2].FC(F)(F)C(O)=O.CO.[OH-].[NH4+]. Given the product [C:1]([NH:5][C:6]([C:8]1[C:9]([C:21]2[S:22][CH:23]=[C:24]([C:26]3[CH:31]=[CH:30][CH:29]=[CH:28][CH:27]=3)[N:25]=2)=[N:10][NH:11][CH:12]=1)=[O:7])([CH3:4])([CH3:2])[CH3:3], predict the reactants needed to synthesize it.